From a dataset of Catalyst prediction with 721,799 reactions and 888 catalyst types from USPTO. Predict which catalyst facilitates the given reaction. (1) The catalyst class is: 30. Reactant: O.[OH-].[Li+].C[O:5][C:6]([C:8]1[C:9]([O:20][CH2:21][CH2:22][C@H:23]2[CH2:28][CH2:27][C@H:26]([NH:29][C:30]([C:32]3[CH:33]=[CH:34][C:35]4[S:40][CH2:39][C:38](=[O:41])[NH:37][C:36]=4[CH:42]=3)=[O:31])[CH2:25][CH2:24]2)=[N:10][C:11]2[C:16]([CH:17]=1)=[CH:15][CH:14]=[C:13]([O:18][CH3:19])[CH:12]=2)=[O:7]. Product: [CH3:19][O:18][C:13]1[CH:12]=[C:11]2[C:16]([CH:17]=[C:8]([C:6]([OH:7])=[O:5])[C:9]([O:20][CH2:21][CH2:22][C@H:23]3[CH2:28][CH2:27][C@H:26]([NH:29][C:30]([C:32]4[CH:33]=[CH:34][C:35]5[S:40][CH2:39][C:38](=[O:41])[NH:37][C:36]=5[CH:42]=4)=[O:31])[CH2:25][CH2:24]3)=[N:10]2)=[CH:15][CH:14]=1. (2) Reactant: [Cl:1][C:2]1[CH:7]=[C:6]([C:8]([F:11])([F:10])[F:9])[N:5]=[C:4]([C:12]2[CH:13]=[N:14][CH:15]=[CH:16][CH:17]=2)[N:3]=1.[NH2:18][C:19]1[CH:20]=[C:21]([OH:25])[CH:22]=[CH:23][CH:24]=1.Cl. Product: [ClH:1].[OH:25][C:21]1[CH:20]=[C:19]([CH:24]=[CH:23][CH:22]=1)[NH:18][C:2]1[CH:7]=[C:6]([C:8]([F:11])([F:10])[F:9])[N:5]=[C:4]([C:12]2[CH:13]=[N:14][CH:15]=[CH:16][CH:17]=2)[N:3]=1. The catalyst class is: 97. (3) Reactant: [O:1]1[C:10]2[C:5](=[N:6][CH:7]=[CH:8][CH:9]=2)[O:4][CH2:3][CH2:2]1.C([Li])CCC.[Br:16]C(F)(F)C(Br)(F)F. Product: [Br:16][C:9]1[CH:8]=[CH:7][N:6]=[C:5]2[O:4][CH2:3][CH2:2][O:1][C:10]=12. The catalyst class is: 7. (4) Reactant: [CH3:1][O:2][C:3]1[CH:4]=[CH:5][C:6]([N:11]2[C:20](=[O:21])[C:19]3[C:14](=[CH:15][C:16]([C:22]([OH:24])=O)=[CH:17][CH:18]=3)[NH:13][C:12]2=[S:25])=[N:7][C:8]=1[O:9][CH3:10].[Cl:26][C:27]1[CH:34]=[CH:33][C:30]([CH2:31][NH2:32])=[CH:29][CH:28]=1.CCN(C(C)C)C(C)C.CN(C(ON1N=NC2C=CC=NC1=2)=[N+](C)C)C.F[P-](F)(F)(F)(F)F. Product: [Cl:26][C:27]1[CH:34]=[CH:33][C:30]([CH2:31][NH:32][C:22]([C:16]2[CH:15]=[C:14]3[C:19]([C:20](=[O:21])[N:11]([C:6]4[CH:5]=[CH:4][C:3]([O:2][CH3:1])=[C:8]([O:9][CH3:10])[N:7]=4)[C:12](=[S:25])[NH:13]3)=[CH:18][CH:17]=2)=[O:24])=[CH:29][CH:28]=1. The catalyst class is: 3. (5) Reactant: COC1C=CC(C(NC2COCC(C3C=CC=C(Br)C=3)(C)N=2)(C2C=CC(OC)=CC=2)C2C=CC=CC=2)=CC=1.C(=[N:52][C:53]1[CH:54]=[C:55]([C:59]2([CH3:89])[CH2:64][O:63][CH2:62][C:61]([NH:65][C:66]([C:81]3[CH:86]=[CH:85][C:84]([O:87][CH3:88])=[CH:83][CH:82]=3)([C:73]3[CH:78]=[CH:77][C:76]([O:79][CH3:80])=[CH:75][CH:74]=3)[C:67]3[CH:72]=[CH:71][CH:70]=[CH:69][CH:68]=3)=[N:60]2)[CH:56]=[CH:57][CH:58]=1)(C1C=CC=CC=1)C1C=CC=CC=1. Product: [NH2:52][C:53]1[CH:54]=[C:55]([C:59]2([CH3:89])[CH2:64][O:63][CH2:62][C:61]([NH:65][C:66]([C:73]3[CH:74]=[CH:75][C:76]([O:79][CH3:80])=[CH:77][CH:78]=3)([C:81]3[CH:86]=[CH:85][C:84]([O:87][CH3:88])=[CH:83][CH:82]=3)[C:67]3[CH:68]=[CH:69][CH:70]=[CH:71][CH:72]=3)=[N:60]2)[CH:56]=[CH:57][CH:58]=1. The catalyst class is: 45. (6) Reactant: [N:1]1[CH:6]=[CH:5][C:4]([CH:7]=O)=[CH:3][CH:2]=1.[C:9]([O:13][C:14]([CH3:17])([CH3:16])[CH3:15])(=[O:12])[NH:10][NH2:11]. Product: [C:14]([O:13][C:9]([NH:10][N:11]=[CH:7][C:4]1[CH:3]=[CH:2][N:1]=[CH:6][CH:5]=1)=[O:12])([CH3:17])([CH3:16])[CH3:15]. The catalyst class is: 8.